Dataset: Forward reaction prediction with 1.9M reactions from USPTO patents (1976-2016). Task: Predict the product of the given reaction. (1) Given the reactants [CH2:1]1[CH2:10][O:9][C:8]2[CH:7]=[CH:6][C:5]([NH:11][C:12]3[C:17]([F:18])=[CH:16][N:15]=[C:14](Cl)[N:13]=3)=[CH:4][C:3]=2[O:2]1.[NH2:20][C:21]1[CH:22]=[C:23]([CH:25]=[CH:26][CH:27]=1)[NH2:24], predict the reaction product. The product is: [NH2:20][C:21]1[CH:22]=[C:23]([NH:24][C:14]2[N:13]=[C:12]([NH:11][C:5]3[CH:6]=[CH:7][C:8]4[O:9][CH2:10][CH2:1][O:2][C:3]=4[CH:4]=3)[C:17]([F:18])=[CH:16][N:15]=2)[CH:25]=[CH:26][CH:27]=1. (2) Given the reactants C1C2C(COC([N:18]3[CH2:23][C@@H:22]([NH:24][CH2:25][CH:26]4[CH2:28][CH2:27]4)[CH2:21][C@@H:20]([C:29](=[O:49])[N:30]([CH:46]4[CH2:48][CH2:47]4)[CH2:31][C:32]4[C:40]5[C:35](=[CH:36][CH:37]=[CH:38][CH:39]=5)[N:34]([CH2:41][CH2:42][CH2:43][O:44][CH3:45])[CH:33]=4)[CH2:19]3)=O)C3C(=CC=CC=3)C=2C=CC=1.[C:50](O[C:50]([O:52][C:53]([CH3:56])([CH3:55])[CH3:54])=[O:51])([O:52][C:53]([CH3:56])([CH3:55])[CH3:54])=[O:51], predict the reaction product. The product is: [C:53]([O:52][C:50](=[O:51])[N:24]([C@H:22]1[CH2:21][C@@H:20]([C:29](=[O:49])[N:30]([CH:46]2[CH2:47][CH2:48]2)[CH2:31][C:32]2[C:40]3[C:39](=[CH:38][CH:37]=[CH:36][CH:35]=3)[N:34]([CH2:41][CH2:42][CH2:43][O:44][CH3:45])[CH:33]=2)[CH2:19][NH:18][CH2:23]1)[CH2:25][CH:26]1[CH2:27][CH2:28]1)([CH3:56])([CH3:55])[CH3:54]. (3) Given the reactants C([O:4][CH2:5][C:6]1[C:11]([N:12]2[CH2:24][CH2:23][N:15]3[C:16]4[CH2:17][CH2:18][CH2:19][CH2:20][C:21]=4[CH:22]=[C:14]3[C:13]2=[O:25])=[CH:10][C:9]([F:26])=[CH:8][C:7]=1[C:27]1[CH:32]=[C:31]([NH:33][C:34]2[CH:39]=[CH:38][C:37]([N:40]3[CH2:45][CH2:44][N:43]([CH3:46])[C@@H:42]([CH3:47])[CH2:41]3)=[CH:36][N:35]=2)[C:30](=[O:48])[N:29]([CH3:49])[CH:28]=1)(=O)C.[OH-].[Li+], predict the reaction product. The product is: [CH3:47][C@@H:42]1[N:43]([CH3:46])[CH2:44][CH2:45][N:40]([C:37]2[CH:38]=[CH:39][C:34]([NH:33][C:31]3[C:30](=[O:48])[N:29]([CH3:49])[CH:28]=[C:27]([C:7]4[C:6]([CH2:5][OH:4])=[C:11]([N:12]5[CH2:24][CH2:23][N:15]6[C:16]7[CH2:17][CH2:18][CH2:19][CH2:20][C:21]=7[CH:22]=[C:14]6[C:13]5=[O:25])[CH:10]=[C:9]([F:26])[CH:8]=4)[CH:32]=3)=[N:35][CH:36]=2)[CH2:41]1. (4) Given the reactants [C:1]([C:5]1[CH:29]=[CH:28][C:8]([CH2:9][N:10]2[CH2:14][CH:13]([CH2:15][CH2:16][CH2:17][C:18]3[CH:23]=[CH:22][C:21]([O:24][CH3:25])=[CH:20][CH:19]=3)[N:12]([CH3:26])[C:11]2=[O:27])=[CH:7][CH:6]=1)([CH3:4])([CH3:3])[CH3:2].[I:30]I, predict the reaction product. The product is: [C:1]([C:5]1[CH:29]=[CH:28][C:8]([CH2:9][N:10]2[CH2:14][CH:13]([CH2:15][CH2:16][CH2:17][C:18]3[CH:19]=[CH:20][C:21]([O:24][CH3:25])=[C:22]([I:30])[CH:23]=3)[N:12]([CH3:26])[C:11]2=[O:27])=[CH:7][CH:6]=1)([CH3:4])([CH3:2])[CH3:3]. (5) Given the reactants NC1C=C(F)C=CC=1[C:4](O)=[O:5].[NH2:12][C:13]1[CH:18]=[C:17]([F:19])[CH:16]=[CH:15][C:14]=1[C:20]([C:22]1[CH:27]=[CH:26][CH:25]=[CH:24][C:23]=1[O:28][CH3:29])=[O:21].[NH2:30][C:31]1[S:32][CH:33]=[CH:34][N:35]=1, predict the reaction product. The product is: [NH2:12][C:13]1[CH:18]=[C:17]([F:19])[CH:16]=[CH:15][C:14]=1[C:20]([C:22]1[CH:27]=[CH:26][CH:25]=[CH:24][C:23]=1[O:28][CH3:29])=[O:21].[F:19][C:17]1[CH:16]=[CH:15][C:14]([C:20](=[O:21])[C:22]2[CH:27]=[CH:26][CH:25]=[CH:24][C:23]=2[O:28][CH3:29])=[C:13]([NH:12][C:4]([NH:30][C:31]2[S:32][CH:33]=[CH:34][N:35]=2)=[O:5])[CH:18]=1.